Dataset: HIV replication inhibition screening data with 41,000+ compounds from the AIDS Antiviral Screen. Task: Binary Classification. Given a drug SMILES string, predict its activity (active/inactive) in a high-throughput screening assay against a specified biological target. (1) The compound is COc1cc(C2SCC(=O)N2c2ccc(Oc3ccc(Cl)cc3)c(Cl)c2)cc(OC)c1OC. The result is 0 (inactive). (2) The molecule is CCOC(=O)c1c(-c2ccc(Cl)cc2)c(C#N)c(=S)n(C2OC(COC(C)=O)C(OC(C)=O)C(OC(C)=O)C2OC(C)=O)c1C. The result is 0 (inactive). (3) The result is 0 (inactive). The molecule is NN=C(C=C1C(=O)Nc2ccccc21)c1ccccc1. (4) The drug is CC(=O)C1C(=O)C(=O)N(c2ccc(Br)cc2)C1=O.[NaH]. The result is 0 (inactive). (5) The compound is COC(=O)C(=Cc1ccc(OC)cc1)C(C(=O)O)=C(C)C. The result is 0 (inactive). (6) The drug is CCOc1ccc(C=C2NC(=S)N(CN3CCCCC3)C2=O)cc1. The result is 0 (inactive).